From a dataset of Reaction yield outcomes from USPTO patents with 853,638 reactions. Predict the reaction yield, written as a fraction of the theoretical maximum amount of product (1.0 means a 100% yield; for example, 0.34 means a 34% yield). The reactants are [CH2:1]([O:3][CH:4]([O:15][CH2:16][CH3:17])[C:5]1[O:13][C:12]2[C:11](I)=[CH:10][N:9]=[CH:8][C:7]=2[CH:6]=1)[CH3:2].[CH2:18]([O:25][C:26]1[CH:31]=[CH:30][C:29](B(O)O)=[CH:28][CH:27]=1)[C:19]1[CH:24]=[CH:23][CH:22]=[CH:21][CH:20]=1.C(=O)([O-])[O-].[Na+].[Na+]. The catalyst is C1(C)C=CC=CC=1.C(O)C.O.C1C=CC([P]([Pd]([P](C2C=CC=CC=2)(C2C=CC=CC=2)C2C=CC=CC=2)([P](C2C=CC=CC=2)(C2C=CC=CC=2)C2C=CC=CC=2)[P](C2C=CC=CC=2)(C2C=CC=CC=2)C2C=CC=CC=2)(C2C=CC=CC=2)C2C=CC=CC=2)=CC=1. The product is [CH2:18]([O:25][C:26]1[CH:31]=[CH:30][C:29]([C:11]2[C:12]3[O:13][C:5]([CH:4]([O:15][CH2:16][CH3:17])[O:3][CH2:1][CH3:2])=[CH:6][C:7]=3[CH:8]=[N:9][CH:10]=2)=[CH:28][CH:27]=1)[C:19]1[CH:24]=[CH:23][CH:22]=[CH:21][CH:20]=1. The yield is 0.830.